From a dataset of Catalyst prediction with 721,799 reactions and 888 catalyst types from USPTO. Predict which catalyst facilitates the given reaction. (1) Reactant: [I-].ClC1C=CC=C[N+]=1C.CCN(C(C)C)C(C)C.[NH2:19][C:20]1[CH:29]=[CH:28][C:23]([C:24]([O:26][CH3:27])=[O:25])=[CH:22][N:21]=1.[Br:30][C:31]1[CH:39]=[CH:38][C:34]([C:35](O)=[O:36])=[CH:33][N:32]=1. Product: [Br:30][C:31]1[CH:39]=[CH:38][C:34]([C:35]([NH:19][C:20]2[CH:29]=[CH:28][C:23]([C:24]([O:26][CH3:27])=[O:25])=[CH:22][N:21]=2)=[O:36])=[CH:33][N:32]=1. The catalyst class is: 1. (2) The catalyst class is: 188. Product: [C:8]([O:7][C:1](=[O:6])[CH2:2][C:3](=[O:4])[CH2:5][CH2:24][C:23]1[CH:26]=[CH:27][C:20]([Br:19])=[CH:21][CH:22]=1)([CH3:11])([CH3:10])[CH3:9]. Reactant: [C:1]([O:7][C:8]([CH3:11])([CH3:10])[CH3:9])(=[O:6])[CH2:2][C:3]([CH3:5])=[O:4].[H-].[Na+].C([Li])CCC.[Br:19][C:20]1[CH:27]=[CH:26][C:23]([CH2:24]Br)=[CH:22][CH:21]=1. (3) The catalyst class is: 426. Product: [Cl:1][C:2]1[CH:7]=[C:6]([Cl:8])[CH:5]=[CH:4][C:3]=1[NH:9][C:10](=[O:38])[CH2:11][N:12]([CH2:19][C:20]1[CH:36]=[CH:35][C:23]([O:24][C:25]([CH3:34])([CH3:33])[C:26]([OH:28])=[O:27])=[C:22]([CH3:37])[CH:21]=1)[CH:13]1[CH2:14][CH2:15][CH2:16][CH2:17][CH2:18]1. Reactant: [Cl:1][C:2]1[CH:7]=[C:6]([Cl:8])[CH:5]=[CH:4][C:3]=1[NH:9][C:10](=[O:38])[CH2:11][N:12]([CH2:19][C:20]1[CH:36]=[CH:35][C:23]([O:24][C:25]([CH3:34])([CH3:33])[C:26]([O:28]C(C)(C)C)=[O:27])=[C:22]([CH3:37])[CH:21]=1)[CH:13]1[CH2:18][CH2:17][CH2:16][CH2:15][CH2:14]1.FC(F)(F)C(O)=O. (4) Reactant: C[Si]([N-][Si](C)(C)C)(C)C.[Na+].[F:11][C:12]1[CH:17]=[CH:16][C:15]([CH2:18][C:19]([OH:21])=[O:20])=[CH:14][CH:13]=1.[Cl:22][CH2:23][CH2:24][CH2:25][CH2:26]I. Product: [Cl:22][CH2:23][CH2:24][CH2:25][CH2:26][CH:18]([C:15]1[CH:14]=[CH:13][C:12]([F:11])=[CH:17][CH:16]=1)[C:19]([OH:21])=[O:20]. The catalyst class is: 1. (5) Reactant: [NH2:1][CH2:2][C:3]([N:5]1[C:13]2[C:8](=[CH:9][C:10](/[CH:14]=[CH:15]/[CH:16]([C:21]3[CH:26]=[C:25]([Cl:27])[C:24]([F:28])=[C:23]([Cl:29])[CH:22]=3)[C:17]([F:20])([F:19])[F:18])=[CH:11][CH:12]=2)[CH:7]=[CH:6]1)=[O:4].[F:30][C:31]([F:37])([F:36])[CH2:32][C:33](O)=[O:34].C1CN([P+](ON2N=NC3C=CC=CC2=3)(N2CCCC2)N2CCCC2)CC1.F[P-](F)(F)(F)(F)F.CCN(C(C)C)C(C)C. Product: [Cl:27][C:25]1[CH:26]=[C:21]([CH:16]([C:17]([F:19])([F:20])[F:18])/[CH:15]=[CH:14]/[C:10]2[CH:9]=[C:8]3[C:13](=[CH:12][CH:11]=2)[N:5]([C:3](=[O:4])[CH2:2][NH:1][C:33](=[O:34])[CH2:32][C:31]([F:37])([F:36])[F:30])[CH:6]=[CH:7]3)[CH:22]=[C:23]([Cl:29])[C:24]=1[F:28]. The catalyst class is: 2. (6) Reactant: FC(F)(F)C(O)=O.[NH2:8][C@@H:9]1[CH2:40][CH2:39][C:12]2[N:13]=[C:14]([NH:16][C:17](=[O:38])[C:18]3[CH:23]=[CH:22][CH:21]=[C:20]([CH2:24][N:25]4[CH:29]=[C:28]([C:30]5[CH:35]=[CH:34][C:33]([C:36]#[N:37])=[CH:32][CH:31]=5)[N:27]=[N:26]4)[CH:19]=3)[S:15][C:11]=2[CH2:10]1.[CH3:41][O:42][CH2:43][CH2:44]Br.C(N(CC)CC)C.[I-].[Na+]. Product: [C:36]([C:33]1[CH:32]=[CH:31][C:30]([C:28]2[N:27]=[N:26][N:25]([CH2:24][C:20]3[CH:19]=[C:18]([CH:23]=[CH:22][CH:21]=3)[C:17]([NH:16][C:14]3[S:15][C:11]4[CH2:10][C@H:9]([NH:8][CH2:44][CH2:43][O:42][CH3:41])[CH2:40][CH2:39][C:12]=4[N:13]=3)=[O:38])[CH:29]=2)=[CH:35][CH:34]=1)#[N:37]. The catalyst class is: 14. (7) Reactant: [Cl:1][C:2]1[CH:10]=[CH:9][C:8]([C:11]([F:14])([F:13])[F:12])=[CH:7][C:3]=1[C:4](O)=[O:5].C(Cl)(=O)C([Cl:18])=O.CN(C)C=O. Product: [Cl:1][C:2]1[CH:10]=[CH:9][C:8]([C:11]([F:14])([F:13])[F:12])=[CH:7][C:3]=1[C:4]([Cl:18])=[O:5]. The catalyst class is: 4.